This data is from Peptide-MHC class II binding affinity with 134,281 pairs from IEDB. The task is: Regression. Given a peptide amino acid sequence and an MHC pseudo amino acid sequence, predict their binding affinity value. This is MHC class II binding data. (1) The peptide sequence is DVDQSLIIAARNIVR. The MHC is DRB1_0405 with pseudo-sequence DRB1_0405. The binding affinity (normalized) is 0.366. (2) The peptide sequence is GELQIVDKIDAAFKD. The MHC is DRB4_0101 with pseudo-sequence DRB4_0103. The binding affinity (normalized) is 0.712. (3) The MHC is DRB1_0401 with pseudo-sequence DRB1_0401. The peptide sequence is YFVDIMTFSSEIRVGDELLE. The binding affinity (normalized) is 0.377. (4) The peptide sequence is KASPVLAFPAGVCPT. The MHC is HLA-DPA10103-DPB10401 with pseudo-sequence HLA-DPA10103-DPB10401. The binding affinity (normalized) is 0.0612. (5) The peptide sequence is GEPLVLKEGIFYRGN. The MHC is DRB1_0101 with pseudo-sequence DRB1_0101. The binding affinity (normalized) is 0.453. (6) The peptide sequence is ALTLKGTSYKICTDK. The binding affinity (normalized) is 0.138. The MHC is DRB1_0404 with pseudo-sequence DRB1_0404. (7) The peptide sequence is APTGMFVAAAKYMVI. The MHC is DRB1_1101 with pseudo-sequence DRB1_1101. The binding affinity (normalized) is 0.847. (8) The peptide sequence is SVRIRVRSGGHDYEG. The MHC is DRB1_0101 with pseudo-sequence DRB1_0101. The binding affinity (normalized) is 0.228.